Dataset: Full USPTO retrosynthesis dataset with 1.9M reactions from patents (1976-2016). Task: Predict the reactants needed to synthesize the given product. (1) Given the product [F:1][C:2]1[CH:3]=[C:4]2[C:8](=[CH:9][CH:10]=1)[N:7]([C:11]1[CH:16]=[C:15]([I:17])[CH:14]=[CH:13][N:12]=1)[N:6]=[C:5]2[C:18]([NH2:22])=[O:20], predict the reactants needed to synthesize it. The reactants are: [F:1][C:2]1[CH:3]=[C:4]2[C:8](=[CH:9][CH:10]=1)[N:7]([C:11]1[CH:16]=[C:15]([I:17])[CH:14]=[CH:13][N:12]=1)[N:6]=[C:5]2[C:18]([OH:20])=O.[Cl-].[NH4+:22]. (2) The reactants are: Br[C:2]1[CH:3]=[C:4]([CH3:21])[C:5]([C:8]2[CH2:13][CH2:12][CH:11]([N:14]3[CH2:19][CH2:18][O:17][CH2:16][C:15]3=[O:20])[CH2:10][CH:9]=2)=[N:6][CH:7]=1.[CH3:22][C:23]1[N:27]([C:28]2[CH:33]=[CH:32][C:31]([C:34]([F:37])([F:36])[F:35])=[CH:30][N:29]=2)[N:26]=[CH:25][C:24]=1[C:38]([NH2:40])=[O:39].C(=O)([O-])[O-].[Cs+].[Cs+].[Cl-].[NH4+]. Given the product [CH3:22][C:23]1[N:27]([C:28]2[CH:33]=[CH:32][C:31]([C:34]([F:36])([F:37])[F:35])=[CH:30][N:29]=2)[N:26]=[CH:25][C:24]=1[C:38]([NH:40][C:2]1[CH:7]=[N:6][C:5]([C:8]2[CH2:13][CH2:12][CH:11]([N:14]3[CH2:19][CH2:18][O:17][CH2:16][C:15]3=[O:20])[CH2:10][CH:9]=2)=[C:4]([CH3:21])[CH:3]=1)=[O:39], predict the reactants needed to synthesize it. (3) Given the product [Br:1][C:8]1[CH:9]=[C:10]2[O:11][CH2:3][O:4][C:5]2=[CH:6][C:7]=1[CH3:12], predict the reactants needed to synthesize it. The reactants are: [Br:1]Br.[CH2:3]1[O:11][C:10]2[CH:9]=[CH:8][C:7]([CH3:12])=[CH:6][C:5]=2[O:4]1.N1C=CC=CC=1. (4) Given the product [Br-:42].[CH2:25]([O:32][C:33]([C:34]1[CH:39]=[CH:38][C:37]([CH2:40][CH2:41][N+:2]2([CH3:1])[CH2:3][CH2:4][CH:5]([O:8][C:9](=[O:24])[C:10]([OH:23])([C:11]3[CH:16]=[CH:15][CH:14]=[CH:13][CH:12]=3)[C:17]3[CH:22]=[CH:21][CH:20]=[CH:19][CH:18]=3)[CH2:6][CH2:7]2)=[CH:36][CH:35]=1)=[O:43])[C:26]1[CH:31]=[CH:30][CH:29]=[CH:28][CH:27]=1, predict the reactants needed to synthesize it. The reactants are: [CH3:1][N:2]1[CH2:7][CH2:6][CH:5]([O:8][C:9](=[O:24])[C:10]([OH:23])([C:17]2[CH:22]=[CH:21][CH:20]=[CH:19][CH:18]=2)[C:11]2[CH:16]=[CH:15][CH:14]=[CH:13][CH:12]=2)[CH2:4][CH2:3]1.[CH2:25]([O:32][C:33](=[O:43])[C:34]1[CH:39]=[CH:38][C:37]([CH2:40][CH2:41][Br:42])=[CH:36][CH:35]=1)[C:26]1[CH:31]=[CH:30][CH:29]=[CH:28][CH:27]=1. (5) Given the product [CH3:1][C:2]1[C:3]([NH:8][S:9]([C:12]2[S:13][C:14]([CH3:43])=[CH:15][C:16]=2[C:17]2[CH:22]=[CH:21][C:20]([CH2:23][N:24]3[C:33]4[C:28](=[C:29]([CH2:36][CH3:37])[N:30]=[C:31]([CH2:34][CH3:35])[CH:32]=4)[C:27]([O:38][CH2:39][CH3:40])=[CH:26][C:25]3=[O:41])=[CH:19][C:18]=2[CH3:42])(=[O:10])=[O:11])=[N:4][O:5][C:6]=1[CH3:7], predict the reactants needed to synthesize it. The reactants are: [CH3:1][C:2]1[C:3]([N:8](COCCOC)[S:9]([C:12]2[S:13][C:14]([CH3:43])=[CH:15][C:16]=2[C:17]2[CH:22]=[CH:21][C:20]([CH2:23][N:24]3[C:33]4[C:28](=[C:29]([CH2:36][CH3:37])[N:30]=[C:31]([CH2:34][CH3:35])[CH:32]=4)[C:27]([O:38][CH2:39][CH3:40])=[CH:26][C:25]3=[O:41])=[CH:19][C:18]=2[CH3:42])(=[O:11])=[O:10])=[N:4][O:5][C:6]=1[CH3:7].Cl. (6) Given the product [C:13]([NH:12][C:10]1[S:11][C:7]([C:6]2[CH:5]=[C:4]([S:18]([Cl:17])(=[O:20])=[O:19])[S:3][C:2]=2[Br:1])=[C:8]([CH3:16])[N:9]=1)(=[O:15])[CH3:14], predict the reactants needed to synthesize it. The reactants are: [Br:1][C:2]1[S:3][CH:4]=[CH:5][C:6]=1[C:7]1[S:11][C:10]([NH:12][C:13](=[O:15])[CH3:14])=[N:9][C:8]=1[CH3:16].[Cl:17][S:18](O)(=[O:20])=[O:19].P(Cl)(Cl)(Cl)(Cl)Cl.[Cl-].[P+]=O. (7) Given the product [OH:9][CH2:8][C:4]1[N:3]=[C:2]([C:21]#[C:20][CH2:19][CH2:18][C:17]([N:14]2[CH2:15][CH2:16][N:11]([CH3:10])[CH2:12][CH2:13]2)=[O:22])[CH:7]=[CH:6][CH:5]=1, predict the reactants needed to synthesize it. The reactants are: Br[C:2]1[CH:7]=[CH:6][CH:5]=[C:4]([CH2:8][OH:9])[N:3]=1.[CH3:10][N:11]1[CH2:16][CH2:15][N:14]([C:17](=[O:22])[CH2:18][CH2:19][C:20]#[CH:21])[CH2:13][CH2:12]1.C(N)(C)(C)C.